From a dataset of NCI-60 drug combinations with 297,098 pairs across 59 cell lines. Regression. Given two drug SMILES strings and cell line genomic features, predict the synergy score measuring deviation from expected non-interaction effect. Drug 1: CN(C)N=NC1=C(NC=N1)C(=O)N. Drug 2: C1CCC(C(C1)N)N.C(=O)(C(=O)[O-])[O-].[Pt+4]. Cell line: HL-60(TB). Synergy scores: CSS=27.7, Synergy_ZIP=-7.73, Synergy_Bliss=-6.89, Synergy_Loewe=-33.3, Synergy_HSA=-1.79.